This data is from Full USPTO retrosynthesis dataset with 1.9M reactions from patents (1976-2016). The task is: Predict the reactants needed to synthesize the given product. (1) Given the product [CH3:1][CH2:2]/[C:3](/[C:23]1[CH:28]=[CH:27][CH:26]=[CH:25][CH:24]=1)=[C:4](/[C:11]1[CH:12]=[CH:13][C:14]([O:17][CH2:18][CH2:19][N:20]([CH3:22])[CH3:21])=[CH:15][CH:16]=1)\[C:5]1[CH:6]=[CH:7][CH:8]=[CH:9][CH:10]=1.[N+:35]([O-:37])([O-:36])=[O:34], predict the reactants needed to synthesize it. The reactants are: [CH3:1][CH2:2]/[C:3](/[C:23]1[CH:24]=[CH:25][CH:26]=[CH:27][CH:28]=1)=[C:4](/[C:11]1[CH:12]=[CH:13][C:14]([O:17][CH2:18][CH2:19][N:20]([CH3:22])[CH3:21])=[CH:15][CH:16]=1)\[C:5]1[CH:6]=[CH:7][CH:8]=[CH:9][CH:10]=1.F[B-](F)(F)F.[O:34]=[N+:35]=[O:36].[OH2:37]. (2) Given the product [C:19]1([C:25](=[N:26][C:2]2[CH:11]=[CH:10][C:9]3[CH2:8][N:7]([C:12]([O:14][C:15]([CH3:18])([CH3:17])[CH3:16])=[O:13])[CH2:6][CH2:5][C:4]=3[N:3]=2)[C:27]2[CH:28]=[CH:29][CH:30]=[CH:31][CH:32]=2)[CH:24]=[CH:23][CH:22]=[CH:21][CH:20]=1, predict the reactants needed to synthesize it. The reactants are: Cl[C:2]1[CH:11]=[CH:10][C:9]2[CH2:8][N:7]([C:12]([O:14][C:15]([CH3:18])([CH3:17])[CH3:16])=[O:13])[CH2:6][CH2:5][C:4]=2[N:3]=1.[C:19]1([C:25]([C:27]2[CH:32]=[CH:31][CH:30]=[CH:29][CH:28]=2)=[NH:26])[CH:24]=[CH:23][CH:22]=[CH:21][CH:20]=1.C1C=CC(P(C2C(C3C(P(C4C=CC=CC=4)C4C=CC=CC=4)=CC=C4C=3C=CC=C4)=C3C(C=CC=C3)=CC=2)C2C=CC=CC=2)=CC=1.C([O-])([O-])=O.[Cs+].[Cs+].